From a dataset of Forward reaction prediction with 1.9M reactions from USPTO patents (1976-2016). Predict the product of the given reaction. (1) Given the reactants O1[C:5]2([CH2:10][CH2:9][CH:8]([N:11]([CH3:18])[C:12](=[O:17])[C:13]([CH3:16])([CH3:15])[CH3:14])[CH2:7][CH2:6]2)[O:4]CC1.[OH-].[Na+], predict the reaction product. The product is: [CH3:14][C:13]([CH3:16])([CH3:15])[C:12]([N:11]([CH3:18])[CH:8]1[CH2:9][CH2:10][C:5](=[O:4])[CH2:6][CH2:7]1)=[O:17]. (2) Given the reactants Cl.[NH:2]([C:4]1[CH:11]=[CH:10][C:7]([C:8]#[N:9])=[CH:6][CH:5]=1)[NH2:3].CN(C)/[CH:14]=[CH:15]/[C:16](=O)[CH:17](OC)[O:18]C.CC(=O)C.Cl, predict the reaction product. The product is: [CH:17]([C:16]1[N:2]([C:4]2[CH:11]=[CH:10][C:7]([C:8]#[N:9])=[CH:6][CH:5]=2)[N:3]=[CH:14][CH:15]=1)=[O:18]. (3) Given the reactants [F:1][C:2]1[CH:28]=[CH:27][CH:26]=[C:25]([F:29])[C:3]=1[O:4][C:5]1[CH:6]=[N:7][N:8]([CH:12]([CH2:16][C:17]2[C:22]([F:23])=[CH:21][CH:20]=[CH:19][C:18]=2[F:24])[C:13](O)=[O:14])[C:9](=[O:11])[CH:10]=1.[C:30]([Si:34]([CH3:45])([CH3:44])[O:35][CH2:36][CH2:37][N:38]1[CH:42]=[CH:41][C:40]([NH2:43])=[N:39]1)([CH3:33])([CH3:32])[CH3:31], predict the reaction product. The product is: [C:30]([Si:34]([CH3:45])([CH3:44])[O:35][CH2:36][CH2:37][N:38]1[CH:42]=[CH:41][C:40]([NH:43][C:13](=[O:14])[CH:12]([N:8]2[C:9](=[O:11])[CH:10]=[C:5]([O:4][C:3]3[C:2]([F:1])=[CH:28][CH:27]=[CH:26][C:25]=3[F:29])[CH:6]=[N:7]2)[CH2:16][C:17]2[C:22]([F:23])=[CH:21][CH:20]=[CH:19][C:18]=2[F:24])=[N:39]1)([CH3:33])([CH3:32])[CH3:31]. (4) Given the reactants [NH2:1][C:2]1[CH:7]=[C:6]([O:8][C:9]2[C:14]([F:15])=[CH:13][C:12]([NH:16][C:17]([C:19]3[C:20](=[O:32])[N:21]([C:26]4[CH:31]=[CH:30][CH:29]=[CH:28][CH:27]=4)[N:22]([CH3:25])[C:23]=3[CH3:24])=[O:18])=[C:11]([F:33])[CH:10]=2)[CH:5]=[CH:4][N:3]=1.CCN(CC)CC.[C:41](Cl)(=O)[O:42]C1C=CC=CC=1.[NH:51]1[CH2:56][CH2:55][O:54][CH2:53][CH2:52]1, predict the reaction product. The product is: [CH3:25][N:22]1[C:23]([CH3:24])=[C:19]([C:17]([NH:16][C:12]2[C:11]([F:33])=[CH:10][C:9]([O:8][C:6]3[CH:5]=[CH:4][N:3]=[C:2]([NH:1][C:41]([N:51]4[CH2:56][CH2:55][O:54][CH2:53][CH2:52]4)=[O:42])[CH:7]=3)=[C:14]([F:15])[CH:13]=2)=[O:18])[C:20](=[O:32])[N:21]1[C:26]1[CH:27]=[CH:28][CH:29]=[CH:30][CH:31]=1. (5) Given the reactants [N:1]1([CH2:5][CH2:6][S:7][C:8]2[CH:9]=[C:10]([CH:30]=[C:31]([C:33]([F:36])([F:35])[F:34])[CH:32]=2)[C:11]([N:13]([C:15]2[CH:16]=[N:17][CH:18]=[CH:19][C:20]=2[C:21]2[CH:26]=[CH:25][C:24]([F:27])=[CH:23][C:22]=2[O:28][CH3:29])[CH3:14])=[O:12])[CH2:4][CH2:3][CH2:2]1.[OH:37]OS([O-])=O.[K+].[O-]S([O-])(=S)=O.[Na+].[Na+].CCOC(C)=O.[OH2:56], predict the reaction product. The product is: [N:1]1([CH2:5][CH2:6][S:7]([C:8]2[CH:9]=[C:10]([CH:30]=[C:31]([C:33]([F:35])([F:34])[F:36])[CH:32]=2)[C:11]([N:13]([C:15]2[CH:16]=[N:17][CH:18]=[CH:19][C:20]=2[C:21]2[CH:26]=[CH:25][C:24]([F:27])=[CH:23][C:22]=2[O:28][CH3:29])[CH3:14])=[O:12])(=[O:37])=[O:56])[CH2:4][CH2:3][CH2:2]1. (6) Given the reactants [OH:1][C:2]1[C:7]([O:8][CH3:9])=[C:6]([O:10][CH3:11])[CH:5]=[CH:4][C:3]=1[C:12]1[CH:20]=[CH:19][CH:18]=[C:17]2[C:13]=1[CH2:14][CH2:15][C:16]2=[O:21].C(=O)([O-])[O-].[K+].[K+].Br[CH2:29][C:30]1([CH2:34][OH:35])[CH2:33][O:32][CH2:31]1, predict the reaction product. The product is: [OH:35][CH2:34][C:30]1([CH2:29][O:1][C:2]2[C:7]([O:8][CH3:9])=[C:6]([O:10][CH3:11])[CH:5]=[CH:4][C:3]=2[C:12]2[CH:20]=[CH:19][CH:18]=[C:17]3[C:13]=2[CH2:14][CH2:15][C:16]3=[O:21])[CH2:33][O:32][CH2:31]1. (7) Given the reactants C([O-])(=O)C.[NH4+:5].[F:6][C:7]1[CH:12]=[CH:11][C:10]([NH:13][C:14]2O[C:16](/[CH:19]=[CH:20]/[C:21]3[CH:26]=[CH:25][C:24]([N:27]4[CH:31]=[C:30]([CH3:32])[N:29]=[CH:28]4)=[C:23]([O:33][CH3:34])[CH:22]=3)=[N:17][N:18]=2)=[CH:9][CH:8]=1, predict the reaction product. The product is: [F:6][C:7]1[CH:12]=[CH:11][C:10]([NH:13][C:14]2[NH:5][C:16](/[CH:19]=[CH:20]/[C:21]3[CH:26]=[CH:25][C:24]([N:27]4[CH:31]=[C:30]([CH3:32])[N:29]=[CH:28]4)=[C:23]([O:33][CH3:34])[CH:22]=3)=[N:17][N:18]=2)=[CH:9][CH:8]=1. (8) Given the reactants [CH2:1]([NH:8][C:9]1[CH:14]=[CH:13][C:12]([C:15]([N:17]2[CH2:22][CH2:21][CH2:20][CH2:19][CH2:18]2)=[O:16])=[CH:11][CH:10]=1)[C:2]1[CH:7]=[CH:6][CH:5]=[CH:4][CH:3]=1.[C:23]1([S:29](Cl)(=[O:31])=[O:30])[CH:28]=[CH:27][CH:26]=[CH:25][CH:24]=1.N1C=CC=CC=1, predict the reaction product. The product is: [CH2:1]([N:8]([C:9]1[CH:14]=[CH:13][C:12]([C:15]([N:17]2[CH2:22][CH2:21][CH2:20][CH2:19][CH2:18]2)=[O:16])=[CH:11][CH:10]=1)[S:29]([C:23]1[CH:28]=[CH:27][CH:26]=[CH:25][CH:24]=1)(=[O:31])=[O:30])[C:2]1[CH:7]=[CH:6][CH:5]=[CH:4][CH:3]=1. (9) Given the reactants [F:1][C:2]1[CH:7]=[C:6]([F:8])[C:5]([F:9])=[CH:4][C:3]=1[C:10]1[CH:15]=[CH:14][C:13]([O:16][CH2:17][C:18]2[S:19][CH:20]=[C:21]([CH2:23]O)[N:22]=2)=[CH:12][CH:11]=1.C1(P(C2C=CC=CC=2)C2C=CC=CC=2)C=CC=CC=1.N1C=CN=C1.[I:49]I, predict the reaction product. The product is: [I:49][CH2:23][C:21]1[N:22]=[C:18]([CH2:17][O:16][C:13]2[CH:14]=[CH:15][C:10]([C:3]3[CH:4]=[C:5]([F:9])[C:6]([F:8])=[CH:7][C:2]=3[F:1])=[CH:11][CH:12]=2)[S:19][CH:20]=1.